This data is from NCI-60 drug combinations with 297,098 pairs across 59 cell lines. The task is: Regression. Given two drug SMILES strings and cell line genomic features, predict the synergy score measuring deviation from expected non-interaction effect. (1) Drug 1: CCC1=CC2CC(C3=C(CN(C2)C1)C4=CC=CC=C4N3)(C5=C(C=C6C(=C5)C78CCN9C7C(C=CC9)(C(C(C8N6C)(C(=O)OC)O)OC(=O)C)CC)OC)C(=O)OC.C(C(C(=O)O)O)(C(=O)O)O. Drug 2: CC1=C(C(CCC1)(C)C)C=CC(=CC=CC(=CC(=O)O)C)C. Cell line: SK-MEL-28. Synergy scores: CSS=20.3, Synergy_ZIP=1.63, Synergy_Bliss=2.44, Synergy_Loewe=-20.8, Synergy_HSA=-0.105. (2) Drug 1: CS(=O)(=O)OCCCCOS(=O)(=O)C. Drug 2: CC(C)(C#N)C1=CC(=CC(=C1)CN2C=NC=N2)C(C)(C)C#N. Cell line: A549. Synergy scores: CSS=12.1, Synergy_ZIP=-3.08, Synergy_Bliss=-0.117, Synergy_Loewe=-2.00, Synergy_HSA=-2.00. (3) Drug 1: COC1=CC(=CC(=C1O)OC)C2C3C(COC3=O)C(C4=CC5=C(C=C24)OCO5)OC6C(C(C7C(O6)COC(O7)C8=CC=CS8)O)O. Drug 2: CC(C)CN1C=NC2=C1C3=CC=CC=C3N=C2N. Cell line: SK-OV-3. Synergy scores: CSS=26.6, Synergy_ZIP=-3.81, Synergy_Bliss=0.968, Synergy_Loewe=-10.1, Synergy_HSA=-0.413. (4) Cell line: U251. Synergy scores: CSS=56.1, Synergy_ZIP=0.233, Synergy_Bliss=3.86, Synergy_Loewe=-26.3, Synergy_HSA=4.40. Drug 1: CC1=C2C(C(=O)C3(C(CC4C(C3C(C(C2(C)C)(CC1OC(=O)C(C(C5=CC=CC=C5)NC(=O)OC(C)(C)C)O)O)OC(=O)C6=CC=CC=C6)(CO4)OC(=O)C)O)C)O. Drug 2: CCN(CC)CCCC(C)NC1=C2C=C(C=CC2=NC3=C1C=CC(=C3)Cl)OC. (5) Drug 1: CC1C(C(=O)NC(C(=O)N2CCCC2C(=O)N(CC(=O)N(C(C(=O)O1)C(C)C)C)C)C(C)C)NC(=O)C3=C4C(=C(C=C3)C)OC5=C(C(=O)C(=C(C5=N4)C(=O)NC6C(OC(=O)C(N(C(=O)CN(C(=O)C7CCCN7C(=O)C(NC6=O)C(C)C)C)C)C(C)C)C)N)C. Drug 2: CC12CCC3C(C1CCC2OP(=O)(O)O)CCC4=C3C=CC(=C4)OC(=O)N(CCCl)CCCl.[Na+]. Cell line: SNB-75. Synergy scores: CSS=14.4, Synergy_ZIP=2.37, Synergy_Bliss=4.12, Synergy_Loewe=-4.13, Synergy_HSA=1.35. (6) Drug 1: C1CCN(CC1)CCOC2=CC=C(C=C2)C(=O)C3=C(SC4=C3C=CC(=C4)O)C5=CC=C(C=C5)O. Drug 2: CC1=C(N=C(N=C1N)C(CC(=O)N)NCC(C(=O)N)N)C(=O)NC(C(C2=CN=CN2)OC3C(C(C(C(O3)CO)O)O)OC4C(C(C(C(O4)CO)O)OC(=O)N)O)C(=O)NC(C)C(C(C)C(=O)NC(C(C)O)C(=O)NCCC5=NC(=CS5)C6=NC(=CS6)C(=O)NCCC[S+](C)C)O. Cell line: MCF7. Synergy scores: CSS=13.7, Synergy_ZIP=-3.69, Synergy_Bliss=0.273, Synergy_Loewe=-1.36, Synergy_HSA=-0.472.